Dataset: Reaction yield outcomes from USPTO patents with 853,638 reactions. Task: Predict the reaction yield, written as a fraction of the theoretical maximum amount of product (1.0 means a 100% yield; for example, 0.34 means a 34% yield). (1) The reactants are Br[C:2]1[S:3][CH:4]=[C:5]([Br:7])[N:6]=1.Cl.[CH:9]12[CH2:14][CH:13]1[CH2:12][NH:11][CH2:10]2.CCN(C(C)C)C(C)C. The yield is 0.585. The catalyst is CN(C=O)C. The product is [CH:9]12[CH2:14][CH:13]1[CH2:12][N:11]([C:2]1[S:3][CH:4]=[C:5]([Br:7])[N:6]=1)[CH2:10]2. (2) The reactants are [NH2:1][C:2]1[N:7]=[CH:6][N:5]=[C:4]2[N:8]([CH2:19][C:20]3[O:21][C:22]4[C:27]([C:28](=[O:36])[C:29]=3[C:30]3[CH:35]=[CH:34][CH:33]=[CH:32][CH:31]=3)=[CH:26][CH:25]=[CH:24][CH:23]=4)[N:9]=[C:10]([C:11]3[CH:16]=[CH:15][CH:14]=[C:13]([O:17]C)[CH:12]=3)[C:3]=12. The catalyst is ClCCl.B(Br)(Br)Br. The product is [NH2:1][C:2]1[N:7]=[CH:6][N:5]=[C:4]2[N:8]([CH2:19][C:20]3[O:21][C:22]4[C:27]([C:28](=[O:36])[C:29]=3[C:30]3[CH:31]=[CH:32][CH:33]=[CH:34][CH:35]=3)=[CH:26][CH:25]=[CH:24][CH:23]=4)[N:9]=[C:10]([C:11]3[CH:16]=[CH:15][CH:14]=[C:13]([OH:17])[CH:12]=3)[C:3]=12. The yield is 0.270. (3) The reactants are CC1(C)C(C)(C)OB([C:9]2[CH:10]=[C:11]([CH:14]=[O:15])[O:12][CH:13]=2)O1.Cl[C:18]1[C:19]2[CH:26]=[CH:25][NH:24][C:20]=2[N:21]=[CH:22][N:23]=1.P([O-])([O-])([O-])=O.[K+].[K+].[K+]. The catalyst is CN(C=O)C. The product is [N:21]1[C:20]2[NH:24][CH:25]=[CH:26][C:19]=2[C:18]([C:9]2[CH:10]=[C:11]([CH:14]=[O:15])[O:12][CH:13]=2)=[N:23][CH:22]=1. The yield is 0.870. (4) The reactants are [C:1]([O:9]CC)(=O)[CH2:2][C:3]([O:5][CH2:6][CH3:7])=[O:4].[H-].[Na+].[H][H].[CH2:16]([N:23]1[C:28]2[CH:29]=[CH:30][C:31]([Cl:33])=[CH:32][C:27]=2[C:26](=O)[O:25]C1=O)[C:17]1[CH:22]=[CH:21][CH:20]=[CH:19][CH:18]=1.Cl. The catalyst is CC(N(C)C)=O. The product is [CH2:6]([O:5][C:3]([C:2]1[C:1](=[O:9])[N:23]([CH2:16][C:17]2[CH:18]=[CH:19][CH:20]=[CH:21][CH:22]=2)[C:28]2[C:27]([C:26]=1[OH:25])=[CH:32][C:31]([Cl:33])=[CH:30][CH:29]=2)=[O:4])[CH3:7]. The yield is 0.860. (5) The reactants are [CH2:1]([O:3][C:4]1[C:12]([O:13][CH3:14])=[CH:11][CH:10]=[CH:9][C:5]=1[CH2:6]CN)[CH3:2].[CH3:15][NH:16]CC1C=CC2C(=CC=CC=2)C=1CCC.[ClH:31].[N:32]1([CH2:38][CH2:39][CH2:40][N:41]2[CH2:46][C:45]3[CH:47]=[C:48](/[CH:51]=[CH:52]/[C:53]([OH:55])=O)[CH:49]=[N:50][C:44]=3[NH:43][C:42]2=[O:56])[CH2:37][CH2:36][O:35][CH2:34][CH2:33]1.Cl.CN1CC2C=C(/C=C/C(O)=O)C=NC=2NC(=O)C1. No catalyst specified. The product is [ClH:31].[CH2:1]([O:3][C:4]1[C:12]([O:13][CH3:14])=[CH:11][CH:10]=[CH:9][C:5]=1[CH2:6][N:16]([CH3:15])[C:53](=[O:55])/[CH:52]=[CH:51]/[C:48]1[CH:49]=[N:50][C:44]2[NH:43][C:42](=[O:56])[N:41]([CH2:40][CH2:39][CH2:38][N:32]3[CH2:37][CH2:36][O:35][CH2:34][CH2:33]3)[CH2:46][C:45]=2[CH:47]=1)[CH3:2]. The yield is 0.620.